From a dataset of TCR-epitope binding with 47,182 pairs between 192 epitopes and 23,139 TCRs. Binary Classification. Given a T-cell receptor sequence (or CDR3 region) and an epitope sequence, predict whether binding occurs between them. (1) The epitope is VLAWLYAAV. The TCR CDR3 sequence is CASIWLNEQFF. Result: 1 (the TCR binds to the epitope). (2) The epitope is IQYIDIGNY. The TCR CDR3 sequence is CASSSGTGVTDTQYF. Result: 1 (the TCR binds to the epitope). (3) The epitope is KAYNVTQAF. The TCR CDR3 sequence is CASRRGTSGTGELFF. Result: 0 (the TCR does not bind to the epitope). (4) The epitope is KPLEFGATSAAL. The TCR CDR3 sequence is CATSPGTVGVVEETQYF. Result: 0 (the TCR does not bind to the epitope).